From a dataset of Reaction yield outcomes from USPTO patents with 853,638 reactions. Predict the reaction yield, written as a fraction of the theoretical maximum amount of product (1.0 means a 100% yield; for example, 0.34 means a 34% yield). The reactants are [C:1]([O:13]C)(=[O:12])[C:2]1[CH:11]=[CH:10][CH:9]=[C:4]([C:5]([O:7][CH3:8])=[O:6])[CH:3]=1.[OH-].[Na+]. The catalyst is CC(C)=O.CO. The product is [CH3:8][O:7][C:5](=[O:6])[C:4]1[CH:9]=[CH:10][CH:11]=[C:2]([C:1]([OH:13])=[O:12])[CH:3]=1. The yield is 0.730.